Dataset: Forward reaction prediction with 1.9M reactions from USPTO patents (1976-2016). Task: Predict the product of the given reaction. (1) Given the reactants [CH:1]1(/[CH:6]=[CH:7]/[C@H:8]([C@@H:10]2[O:14][C:13](=[O:15])[C@H:12]([O:16][CH2:17][CH3:18])[C@@H:11]2[OH:19])[OH:9])[CH2:5][CH2:4][CH2:3][CH2:2]1.Cl.[NH2:21][C@@H:22]1[C:28](=[O:29])[NH:27][C:26]2[CH:30]=[CH:31][CH:32]=[CH:33][C:25]=2[O:24][CH2:23]1.C(C(CCCC)C([O-])=O)C.[Na+], predict the reaction product. The product is: [CH:1]1(/[CH:6]=[CH:7]/[C@@H:8]([OH:9])[C@H:10]([OH:14])[C@@H:11]([OH:19])[C@@H:12]([O:16][CH2:17][CH3:18])[C:13]([NH:21][C@@H:22]2[C:28](=[O:29])[NH:27][C:26]3[CH:30]=[CH:31][CH:32]=[CH:33][C:25]=3[O:24][CH2:23]2)=[O:15])[CH2:5][CH2:4][CH2:3][CH2:2]1. (2) Given the reactants [CH3:1][N:2]1[CH:6]=[C:5]([NH:7][C:8]2[N:9]=[C:10]([NH:25][C@H:26]3[CH2:29][C@H:28]([NH:30]C(=O)OC(C)(C)C)[CH2:27]3)[C:11]3[CH:16]=[CH:15][N:14]([CH2:17][O:18][CH2:19][CH2:20][Si:21]([CH3:24])([CH3:23])[CH3:22])[C:12]=3[N:13]=2)[CH:4]=[N:3]1.Cl.O1CCOCC1, predict the reaction product. The product is: [NH2:30][C@H:28]1[CH2:27][C@H:26]([NH:25][C:10]2[C:11]3[CH:16]=[CH:15][N:14]([CH2:17][O:18][CH2:19][CH2:20][Si:21]([CH3:24])([CH3:23])[CH3:22])[C:12]=3[N:13]=[C:8]([NH:7][C:5]3[CH:4]=[N:3][N:2]([CH3:1])[CH:6]=3)[N:9]=2)[CH2:29]1. (3) Given the reactants C([O:3][CH:4](OCC)[CH2:5][CH:6]([C:15]1[CH:20]=[CH:19][CH:18]=[CH:17][CH:16]=1)[C:7]([CH:9]1[CH2:14][CH2:13][CH2:12][CH2:11][CH2:10]1)=[O:8])C, predict the reaction product. The product is: [CH:9]1([C:7](=[O:8])[CH:6]([C:15]2[CH:16]=[CH:17][CH:18]=[CH:19][CH:20]=2)[CH2:5][CH:4]=[O:3])[CH2:14][CH2:13][CH2:12][CH2:11][CH2:10]1. (4) Given the reactants C[O:2][C:3]([CH:5]1[O:9][C:8](=[O:10])[N:7]([C:11]2[CH:16]=[CH:15][C:14]([N:17]3[CH2:23][CH2:22][CH2:21][S:20](=[O:25])(=[O:24])[CH2:19][CH2:18]3)=[C:13]([F:26])[CH:12]=2)[CH2:6]1)=O.Cl.CN.[CH2:30]([N:32](CC)CC)C, predict the reaction product. The product is: [CH3:30][NH:32][C:3]([CH:5]1[O:9][C:8](=[O:10])[N:7]([C:11]2[CH:16]=[CH:15][C:14]([N:17]3[CH2:23][CH2:22][CH2:21][S:20](=[O:24])(=[O:25])[CH2:19][CH2:18]3)=[C:13]([F:26])[CH:12]=2)[CH2:6]1)=[O:2]. (5) Given the reactants C(OC([N:8]1[CH2:13][CH2:12][CH:11]([N:14]2[CH2:22][C:21]3[C:16](=[CH:17][CH:18]=[C:19]([O:23][CH3:24])[CH:20]=3)[C:15]2=[O:25])[CH2:10][CH2:9]1)=O)(C)(C)C.[F:26][C:27]([F:32])([F:31])[C:28]([OH:30])=[O:29], predict the reaction product. The product is: [F:26][C:27]([F:32])([F:31])[C:28]([OH:30])=[O:29].[CH3:24][O:23][C:19]1[CH:20]=[C:21]2[C:16](=[CH:17][CH:18]=1)[C:15](=[O:25])[N:14]([CH:11]1[CH2:12][CH2:13][NH:8][CH2:9][CH2:10]1)[CH2:22]2. (6) Given the reactants [CH3:1][N:2]1[C:7]2[CH:8]=[CH:9][C:10]([NH:12][C:13](=[O:43])[CH2:14][N:15]3[CH:19]=[C:18]([O:20][C:21]4[C:30]5[C:25](=[CH:26][C:27]([O:33][CH2:34][CH2:35][O:36]C6CCCCO6)=[C:28]([O:31][CH3:32])[CH:29]=5)[N:24]=[CH:23][N:22]=4)[CH:17]=[N:16]3)=[CH:11][C:6]=2[O:5][CH2:4][CH2:3]1, predict the reaction product. The product is: [CH3:1][N:2]1[C:7]2[CH:8]=[CH:9][C:10]([NH:12][C:13](=[O:43])[CH2:14][N:15]3[CH:19]=[C:18]([O:20][C:21]4[C:30]5[C:25](=[CH:26][C:27]([O:33][CH2:34][CH2:35][OH:36])=[C:28]([O:31][CH3:32])[CH:29]=5)[N:24]=[CH:23][N:22]=4)[CH:17]=[N:16]3)=[CH:11][C:6]=2[O:5][CH2:4][CH2:3]1. (7) Given the reactants [Cl:1][C:2]1[CH:7]=[C:6]([Cl:8])[CH:5]=[CH:4][C:3]=1[C:9]1[N:10]([C:24]2[CH:29]=[CH:28][C:27]([OH:30])=[CH:26][CH:25]=2)[C:11]([CH3:23])=[C:12]([C:14]([NH:16][N:17]2[CH2:22][CH2:21][CH2:20][CH2:19][CH2:18]2)=[O:15])[N:13]=1.[F:31][CH2:32][CH2:33][CH2:34][S:35](Cl)(=[O:37])=[O:36], predict the reaction product. The product is: [F:31][CH2:32][CH2:33][CH2:34][S:35]([O:30][C:27]1[CH:26]=[CH:25][C:24]([N:10]2[C:11]([CH3:23])=[C:12]([C:14]([NH:16][N:17]3[CH2:22][CH2:21][CH2:20][CH2:19][CH2:18]3)=[O:15])[N:13]=[C:9]2[C:3]2[CH:4]=[CH:5][C:6]([Cl:8])=[CH:7][C:2]=2[Cl:1])=[CH:29][CH:28]=1)(=[O:37])=[O:36]. (8) Given the reactants [CH2:1](OC(OCC)CBr)[CH3:2].[C:10]([C:14]1[CH:19]=[CH:18][C:17]([SH:20])=[CH:16][CH:15]=1)([CH3:13])([CH3:12])[CH3:11].[H-].[Na+].[Cl-].[NH4+], predict the reaction product. The product is: [C:10]([C:14]1[CH:15]=[CH:16][C:17]2[S:20][CH:1]=[CH:2][C:18]=2[CH:19]=1)([CH3:13])([CH3:11])[CH3:12].